Task: Predict the product of the given reaction.. Dataset: Forward reaction prediction with 1.9M reactions from USPTO patents (1976-2016) (1) The product is: [CH:4]([NH:26][CH:22]([CH3:21])[CH3:23])([CH3:5])[CH3:3].[C:6]1([S:12]([N:15]2[C:19]3=[N:20][CH:21]=[CH:22][C:23]([Br:24])=[C:18]3[CH:17]=[C:16]2[CH:27]=[O:28])(=[O:14])=[O:13])[CH:7]=[CH:8][CH:9]=[CH:10][CH:11]=1. Given the reactants [Li]C[CH2:3][CH2:4][CH3:5].[C:6]1([S:12]([N:15]2[C:19]3=[N:20][CH:21]=[CH:22][C:23]([Br:24])=[C:18]3[CH:17]=[CH:16]2)(=[O:14])=[O:13])[CH:11]=[CH:10][CH:9]=[CH:8][CH:7]=1.C[N:26](C)[CH:27]=[O:28], predict the reaction product. (2) Given the reactants [NH2:1][C:2]1[CH:7]=[CH:6][C:5]([C:8]2[N:12]([CH3:13])[C:11]([C:14]#[N:15])=[CH:10][CH:9]=2)=[CH:4][CH:3]=1.C(N(CC)CC)C.[CH2:23]([S:26](Cl)(=[O:28])=[O:27])[CH2:24][CH3:25], predict the reaction product. The product is: [C:14]([C:11]1[N:12]([CH3:13])[C:8]([C:5]2[CH:6]=[CH:7][C:2]([NH:1][S:26]([CH2:23][CH2:24][CH3:25])(=[O:28])=[O:27])=[CH:3][CH:4]=2)=[CH:9][CH:10]=1)#[N:15]. (3) Given the reactants [CH3:1][O:2][C:3](=[O:38])[C:4]1[CH:9]=[CH:8][C:7]([CH2:10][N:11]2[CH:15]=[C:14]([C:16]3[CH:21]=[CH:20][C:19]([Cl:22])=[CH:18][C:17]=3[Cl:23])[N:13]=[C:12]2[CH2:24][C:25]2[CH:30]=[CH:29][C:28]([C:31]3[CH:36]=[CH:35][C:34]([OH:37])=[CH:33][CH:32]=3)=[CH:27][CH:26]=2)=[CH:6][CH:5]=1.[F:39][C:40]([F:51])([F:50])[C:41]1[CH:46]=[CH:45][C:44](B(O)O)=[CH:43][CH:42]=1, predict the reaction product. The product is: [CH3:1][O:2][C:3](=[O:38])[C:4]1[CH:9]=[CH:8][C:7]([CH2:10][N:11]2[CH:15]=[C:14]([C:16]3[CH:21]=[CH:20][C:19]([Cl:22])=[CH:18][C:17]=3[Cl:23])[N:13]=[C:12]2[CH2:24][C:25]2[CH:30]=[CH:29][C:28]([C:31]3[CH:32]=[CH:33][C:34]([O:37][C:44]4[CH:45]=[CH:46][C:41]([C:40]([F:51])([F:50])[F:39])=[CH:42][CH:43]=4)=[CH:35][CH:36]=3)=[CH:27][CH:26]=2)=[CH:6][CH:5]=1. (4) Given the reactants [C:1]([C:4]1[CH:9]=[CH:8][C:7]([NH:10][C:11]2[N:15]([CH2:16][CH2:17][CH:18]3OCC[O:19]3)[C:14]3[CH:23]=[C:24]([C:27]([N:29]([CH2:35][CH2:36][CH:37]([CH3:39])[CH3:38])[CH2:30][CH2:31][CH:32]([CH3:34])[CH3:33])=[O:28])[CH:25]=[CH:26][C:13]=3[N:12]=2)=[CH:6][CH:5]=1)(=[O:3])[CH3:2].Cl, predict the reaction product. The product is: [C:1]([C:4]1[CH:9]=[CH:8][C:7]([NH:10][C:11]2[N:15]([CH2:16][CH2:17][CH:18]=[O:19])[C:14]3[CH:23]=[C:24]([C:27]([N:29]([CH2:30][CH2:31][CH:32]([CH3:34])[CH3:33])[CH2:35][CH2:36][CH:37]([CH3:39])[CH3:38])=[O:28])[CH:25]=[CH:26][C:13]=3[N:12]=2)=[CH:6][CH:5]=1)(=[O:3])[CH3:2]. (5) Given the reactants [CH2:1]([NH:8][C:9](=[O:45])[CH2:10][CH2:11][C:12]#[C:13][C:14]1[CH:15]=[C:16]([C:22]([C:37]2[CH:42]=[CH:41][C:40]([O:43][CH3:44])=[CH:39][CH:38]=2)([C:29]2[CH:34]=[CH:33][C:32]([O:35][CH3:36])=[CH:31][CH:30]=2)[S:23][CH2:24][CH2:25][C:26]([OH:28])=[O:27])[CH:17]=[CH:18][C:19]=1[O:20][CH3:21])[C:2]1[CH:7]=[CH:6][CH:5]=[CH:4][CH:3]=1.O[N:47]1[C:51](=[O:52])[CH2:50][CH2:49][C:48]1=[O:53].C(N=C=NCCCN(C)C)C, predict the reaction product. The product is: [CH2:1]([NH:8][C:9](=[O:45])[CH2:10][CH2:11][C:12]#[C:13][C:14]1[CH:15]=[C:16]([C:22]([C:37]2[CH:42]=[CH:41][C:40]([O:43][CH3:44])=[CH:39][CH:38]=2)([C:29]2[CH:34]=[CH:33][C:32]([O:35][CH3:36])=[CH:31][CH:30]=2)[S:23][CH2:24][CH2:25][C:26]([O:28][N:47]2[C:51](=[O:52])[CH2:50][CH2:49][C:48]2=[O:53])=[O:27])[CH:17]=[CH:18][C:19]=1[O:20][CH3:21])[C:2]1[CH:7]=[CH:6][CH:5]=[CH:4][CH:3]=1. (6) Given the reactants C[O:2][CH:3](OC)[C:4]1[CH:5]=[C:6]2[C:11](=[CH:12][CH:13]=1)[N:10]=[CH:9][N:8]([C:14]1[CH:15]=[C:16]([CH:23]=[CH:24][C:25]=1[CH3:26])[C:17]([NH:19][O:20][CH2:21][CH3:22])=[O:18])[C:7]2=[O:27].Cl, predict the reaction product. The product is: [CH2:21]([O:20][NH:19][C:17](=[O:18])[C:16]1[CH:23]=[CH:24][C:25]([CH3:26])=[C:14]([N:8]2[C:7](=[O:27])[C:6]3[C:11](=[CH:12][CH:13]=[C:4]([CH:3]=[O:2])[CH:5]=3)[N:10]=[CH:9]2)[CH:15]=1)[CH3:22].